Dataset: Reaction yield outcomes from USPTO patents with 853,638 reactions. Task: Predict the reaction yield, written as a fraction of the theoretical maximum amount of product (1.0 means a 100% yield; for example, 0.34 means a 34% yield). (1) The reactants are C1CO[C:8]2[CH:7]=[CH:6][C:5]([NH:11][C:12]3[C:17]([F:18])=[CH:16][N:15]=[C:14]([NH:19][C:20]4[CH:25]=[CH:24][CH:23]=[C:22](O)[CH:21]=4)[N:13]=3)=[CH:4][C:3]=2[O:2]1.ClC1N=C(NC2C=CC=C(O)C=2)C(F)=C[N:29]=1.N1C=CC=CC=1CN. No catalyst specified. The product is [F:18][C:17]1[C:12]([NH:11][C:5]2[CH:6]=[CH:7][CH:8]=[C:3]([OH:2])[CH:4]=2)=[N:13][C:14]([NH:19][CH2:20][C:25]2[CH:24]=[CH:23][CH:22]=[CH:21][N:29]=2)=[N:15][CH:16]=1. The yield is 0.620. (2) The reactants are [OH:1][C:2]1[CH:9]=[CH:8][CH:7]=[CH:6][C:3]=1[CH2:4][OH:5].[Cl:10][C:11]1[CH:18]=[CH:17][CH:16]=[CH:15][C:12]=1[CH2:13]Br.C(=O)([O-])[O-].[K+].[K+]. The catalyst is C(#N)C. The product is [Cl:10][C:11]1[CH:18]=[CH:17][CH:16]=[CH:15][C:12]=1[CH2:13][O:1][C:2]1[CH:9]=[CH:8][CH:7]=[CH:6][C:3]=1[CH2:4][OH:5]. The yield is 0.790. (3) The reactants are [O:1]1[CH:5]=[CH:4][CH:3]=[C:2]1[CH2:6][NH:7][S:8]([C:11]1[CH:19]=[CH:18][C:14]([C:15]([OH:17])=[O:16])=[CH:13][CH:12]=1)(=[O:10])=[O:9].[CH3:20][O:21][C:22]1[CH:29]=[CH:28][C:25]([CH2:26]Cl)=[CH:24][CH:23]=1.[C:30](=[O:33])([O-])[O-].[Cs+].[Cs+]. The catalyst is CN(C=O)C.O. The product is [O:1]1[CH:5]=[CH:4][CH:3]=[C:2]1[CH2:6][N:7]([CH2:15][C:14]1[CH:18]=[CH:19][C:11]([O:33][CH3:30])=[CH:12][CH:13]=1)[S:8]([C:11]1[CH:19]=[CH:18][C:14]([C:15]([O:17][CH2:26][C:25]2[CH:28]=[CH:29][C:22]([O:21][CH3:20])=[CH:23][CH:24]=2)=[O:16])=[CH:13][CH:12]=1)(=[O:10])=[O:9]. The yield is 0.800. (4) The yield is 0.330. The reactants are [F:1][CH:2]([F:26])[O:3][C:4]1[CH:5]=[C:6]([C:14]([C:16]2[C:24]3[C:19](=[N:20][CH:21]=[C:22](Br)[CH:23]=3)[NH:18][CH:17]=2)=[O:15])[CH:7]=[C:8]([O:10][CH:11]([F:13])[F:12])[CH:9]=1.[C:27]1(B(O)O)[CH:32]=[CH:31][CH:30]=[CH:29][CH:28]=1.C(=O)([O-])[O-].[K+].[K+]. The product is [F:1][CH:2]([F:26])[O:3][C:4]1[CH:5]=[C:6]([C:14]([C:16]2[C:24]3[C:19](=[N:20][CH:21]=[C:22]([C:27]4[CH:32]=[CH:31][CH:30]=[CH:29][CH:28]=4)[CH:23]=3)[NH:18][CH:17]=2)=[O:15])[CH:7]=[C:8]([O:10][CH:11]([F:13])[F:12])[CH:9]=1. The catalyst is C(#N)C.O.C1C=CC([P]([Pd]([P](C2C=CC=CC=2)(C2C=CC=CC=2)C2C=CC=CC=2)([P](C2C=CC=CC=2)(C2C=CC=CC=2)C2C=CC=CC=2)[P](C2C=CC=CC=2)(C2C=CC=CC=2)C2C=CC=CC=2)(C2C=CC=CC=2)C2C=CC=CC=2)=CC=1. (5) The reactants are [N:1]1[CH:6]=[CH:5][CH:4]=[CH:3][C:2]=1[O:7][CH2:8][C:9]1[CH:31]=[CH:30][C:12]([CH2:13][C:14]2[CH:18]=[C:17]([C:19]3[C:20]([NH:25][P:26](=[O:29])([OH:28])[OH:27])=[N:21][CH:22]=[CH:23][CH:24]=3)[O:16][N:15]=2)=[CH:11][CH:10]=1.[OH-].[Na+:33]. The catalyst is CO. The product is [N:1]1[CH:6]=[CH:5][CH:4]=[CH:3][C:2]=1[O:7][CH2:8][C:9]1[CH:31]=[CH:30][C:12]([CH2:13][C:14]2[CH:18]=[C:17]([C:19]3[C:20]([NH:25][P:26]([O-:28])([O-:29])=[O:27])=[N:21][CH:22]=[CH:23][CH:24]=3)[O:16][N:15]=2)=[CH:11][CH:10]=1.[Na+:33].[Na+:33]. The yield is 0.900. (6) The reactants are C([N:8]1[C@@H:13]2[C@H:14]([C:16]3[O:17][CH:18]=[C:19]([CH3:21])[N:20]=3)[CH2:15][C@@:9]1([C:38]1[CH:43]=[CH:42][CH:41]=[CH:40][CH:39]=1)[C@H:10]([O:22][CH2:23][C:24]1[CH:29]=[C:28]([C:30]([F:33])([F:32])[F:31])[CH:27]=[C:26]([C:34]([F:37])([F:36])[F:35])[CH:25]=1)[CH2:11][CH2:12]2)C1C=CC=CC=1. The catalyst is [Pd]. The product is [F:37][C:34]([F:35])([F:36])[C:26]1[CH:25]=[C:24]([CH2:23][O:22][C@@H:10]2[CH2:11][CH2:12][C@@H:13]3[NH:8][C@@:9]2([C:38]2[CH:39]=[CH:40][CH:41]=[CH:42][CH:43]=2)[CH2:15][C@H:14]3[C:16]2[O:17][CH:18]=[C:19]([CH3:21])[N:20]=2)[CH:29]=[C:28]([C:30]([F:33])([F:31])[F:32])[CH:27]=1. The yield is 0.840. (7) The yield is 0.800. The product is [CH2:1]([C:5]1[CH:10]=[CH:9][C:8]([NH2:11])=[CH:7][C:6]=1[O:15][CH2:16][CH2:17][O:18][C:19]1[CH:24]=[CH:23][CH:22]=[CH:21][CH:20]=1)[CH2:2][CH2:3][CH3:4]. The reactants are [CH2:1]([C:5]1[CH:10]=[CH:9][C:8]([NH:11]C(=O)C)=[CH:7][C:6]=1[O:15][CH2:16][CH2:17][O:18][C:19]1[CH:24]=[CH:23][CH:22]=[CH:21][CH:20]=1)[CH2:2][CH2:3][CH3:4].[OH-].[K+]. The catalyst is C(O)C.O.C(Cl)Cl. (8) The reactants are Br[C:2]1[C:3](=[O:10])[N:4]([CH3:9])[CH:5]=[C:6]([Cl:8])[CH:7]=1.[CH3:11][O:12][C:13](=[O:43])[C@H:14]([CH2:23][C:24]1[CH:29]=[CH:28][C:27]([Sn](CCCC)(CCCC)CCCC)=[CH:26][CH:25]=1)[NH:15][C:16]([O:18][C:19]([CH3:22])([CH3:21])[CH3:20])=[O:17]. The catalyst is CN(C=O)C.ClCCl.C1C=CC([P]([Pd]([P](C2C=CC=CC=2)(C2C=CC=CC=2)C2C=CC=CC=2)([P](C2C=CC=CC=2)(C2C=CC=CC=2)C2C=CC=CC=2)[P](C2C=CC=CC=2)(C2C=CC=CC=2)C2C=CC=CC=2)(C2C=CC=CC=2)C2C=CC=CC=2)=CC=1. The product is [CH3:11][O:12][C:13](=[O:43])[C@H:14]([CH2:23][C:24]1[CH:25]=[CH:26][C:27]([C:2]2[C:3](=[O:10])[N:4]([CH3:9])[CH:5]=[C:6]([Cl:8])[CH:7]=2)=[CH:28][CH:29]=1)[NH:15][C:16]([O:18][C:19]([CH3:22])([CH3:20])[CH3:21])=[O:17]. The yield is 0.540. (9) The reactants are [Br:1][C:2]1[CH:3]=[C:4]2[N:10]([S:11]([C:14]3[CH:19]=[CH:18][CH:17]=[C:16]([F:20])[CH:15]=3)(=[O:13])=[O:12])[CH:9]=[C:8]([CH:21]=O)[C:5]2=[N:6][CH:7]=1.[C:23]([BH3-])#[N:24].[Na+].CN.O1CCCC1.C(=O)(O)[O-].[Na+]. The catalyst is CO. The product is [Br:1][C:2]1[CH:3]=[C:4]2[N:10]([S:11]([C:14]3[CH:19]=[CH:18][CH:17]=[C:16]([F:20])[CH:15]=3)(=[O:13])=[O:12])[CH:9]=[C:8]([CH2:21][NH:24][CH3:23])[C:5]2=[N:6][CH:7]=1. The yield is 0.577. (10) The reactants are [F:1][C:2]1[N:10]=[C:9](F)[CH:8]=[CH:7][C:3]=1[C:4]([NH2:6])=[O:5].[NH3:12].O. The catalyst is C(N)=O. The product is [NH2:12][C:9]1[CH:8]=[CH:7][C:3]([C:4]([NH2:6])=[O:5])=[C:2]([F:1])[N:10]=1. The yield is 0.310.